Regression. Given a peptide amino acid sequence and an MHC pseudo amino acid sequence, predict their binding affinity value. This is MHC class I binding data. From a dataset of Peptide-MHC class I binding affinity with 185,985 pairs from IEDB/IMGT. (1) The peptide sequence is ARLGKGYMF. The MHC is HLA-B46:01 with pseudo-sequence HLA-B46:01. The binding affinity (normalized) is 0.0847. (2) The peptide sequence is RLMRTNFLI. The MHC is HLA-A02:06 with pseudo-sequence HLA-A02:06. The binding affinity (normalized) is 0.782. (3) The peptide sequence is FLDDASNSA. The MHC is HLA-A69:01 with pseudo-sequence HLA-A69:01. The binding affinity (normalized) is 0.361.